From a dataset of Forward reaction prediction with 1.9M reactions from USPTO patents (1976-2016). Predict the product of the given reaction. (1) Given the reactants [Cl:1][C:2]1[CH:3]=[C:4]2[C:9](=[CH:10][CH:11]=1)[N:8]=[C:7]([O:12][CH3:13])[C:6]([NH:14][C:15](=[O:19])OCC)=[N:5]2.[F:20][C:21]1[CH:26]=[CH:25][CH:24]=[CH:23][C:22]=1[N:27]1[CH2:32][CH2:31][NH:30][CH2:29][CH2:28]1, predict the reaction product. The product is: [Cl:1][C:2]1[CH:3]=[C:4]2[C:9](=[CH:10][CH:11]=1)[N:8]=[C:7]([O:12][CH3:13])[C:6]([NH:14][C:15]([N:30]1[CH2:29][CH2:28][N:27]([C:22]3[CH:23]=[CH:24][CH:25]=[CH:26][C:21]=3[F:20])[CH2:32][CH2:31]1)=[O:19])=[N:5]2. (2) The product is: [CH:7]([NH:10][CH2:11][CH2:12][O:13][C:15]1[CH:20]=[CH:19][C:18]([N+:21]([O-:23])=[O:22])=[CH:17][CH:16]=1)([CH3:9])[CH3:8]. Given the reactants CS(C)=O.[H-].[Na+].[CH:7]([NH:10][CH2:11][CH2:12][OH:13])([CH3:9])[CH3:8].F[C:15]1[CH:20]=[CH:19][C:18]([N+:21]([O-:23])=[O:22])=[CH:17][CH:16]=1, predict the reaction product. (3) Given the reactants F[C:2]1[CH:7]=[CH:6][CH:5]=[C:4]([F:8])[N:3]=1.[NH2:9][C:10]1[CH:14]=[CH:13][N:12]([CH3:15])[N:11]=1.Cl[C:17]1[C:26]2[C:21](=[CH:22][CH:23]=[C:24]([OH:27])[CH:25]=2)[N:20]=[CH:19][N:18]=1, predict the reaction product. The product is: [F:8][C:4]1[N:3]=[C:2]([O:27][C:24]2[CH:25]=[C:26]3[C:21](=[CH:22][CH:23]=2)[N:20]=[CH:19][N:18]=[C:17]3[NH:9][C:10]2[CH:14]=[CH:13][N:12]([CH3:15])[N:11]=2)[CH:7]=[CH:6][CH:5]=1. (4) The product is: [C:1]([O:5][C:6]([N:8]([CH2:20][C:21]1[CH:26]=[CH:25][C:24]([NH2:27])=[CH:23][CH:22]=1)[CH2:9][O:10][C:11]1[CH:16]=[CH:15][C:14]([NH2:17])=[CH:13][CH:12]=1)=[O:7])([CH3:4])([CH3:2])[CH3:3]. Given the reactants [C:1]([O:5][C:6]([N:8]([CH2:20][C:21]1[CH:26]=[CH:25][C:24]([N+:27]([O-])=O)=[CH:23][CH:22]=1)[CH2:9][O:10][C:11]1[CH:16]=[CH:15][C:14]([N+:17]([O-])=O)=[CH:13][CH:12]=1)=[O:7])([CH3:4])([CH3:3])[CH3:2].[H][H], predict the reaction product.